From a dataset of Peptide-MHC class I binding affinity with 185,985 pairs from IEDB/IMGT. Regression. Given a peptide amino acid sequence and an MHC pseudo amino acid sequence, predict their binding affinity value. This is MHC class I binding data. (1) The peptide sequence is GANYFLQISR. The MHC is HLA-A68:01 with pseudo-sequence HLA-A68:01. The binding affinity (normalized) is 0.474. (2) The peptide sequence is ADDSIVTGI. The MHC is Mamu-B01 with pseudo-sequence Mamu-B01. The binding affinity (normalized) is 0.358.